Predict which catalyst facilitates the given reaction. From a dataset of Catalyst prediction with 721,799 reactions and 888 catalyst types from USPTO. (1) Reactant: [F:1][C:2]1[CH:7]=[CH:6][CH:5]=[CH:4][C:3]=1[NH:8][C:9](=[O:14])[CH2:10][C:11](=[O:13])[CH3:12].[Br:15]Br. Product: [Br:15][CH2:12][C:11](=[O:13])[CH2:10][C:9]([NH:8][C:3]1[CH:4]=[CH:5][CH:6]=[CH:7][C:2]=1[F:1])=[O:14]. The catalyst class is: 52. (2) Reactant: [H-].[Na+].[C:3]([O:6][CH2:7][CH3:8])(=[O:5])[CH3:4].[CH2:9]([O:11][CH:12]([O:18][CH2:19][CH3:20])[C:13]([O:15]CC)=O)[CH3:10]. Product: [CH2:19]([O:18][CH:12]([O:11][CH2:9][CH3:10])[C:13](=[O:15])[CH2:4][C:3]([O:6][CH2:7][CH3:8])=[O:5])[CH3:20]. The catalyst class is: 7. (3) Reactant: [C:1]([C:5]1[CH:10]=[CH:9][C:8]([C:11]2[NH:15][C:14]3[CH:16]=[CH:17][CH:18]=[C:19]([N:20]4[CH2:25][CH2:24][NH:23][CH2:22][CH2:21]4)[C:13]=3[N:12]=2)=[CH:7][CH:6]=1)([CH3:4])([CH3:3])[CH3:2].[F:26][C:27]1[CH:28]=[C:29]([CH:32]=[CH:33][C:34]=1[N+:35]([O-:37])=[O:36])[CH:30]=O.C(O[BH-](OC(=O)C)OC(=O)C)(=O)C.[Na+]. Product: [C:1]([C:5]1[CH:6]=[CH:7][C:8]([C:11]2[NH:15][C:14]3[CH:16]=[CH:17][CH:18]=[C:19]([N:20]4[CH2:25][CH2:24][N:23]([CH2:30][C:29]5[CH:32]=[CH:33][C:34]([N+:35]([O-:37])=[O:36])=[C:27]([F:26])[CH:28]=5)[CH2:22][CH2:21]4)[C:13]=3[N:12]=2)=[CH:9][CH:10]=1)([CH3:4])([CH3:2])[CH3:3]. The catalyst class is: 435. (4) Reactant: [CH3:1][O:2][C:3]([C:5]1[CH:10]([C:11]2[CH:16]=[CH:15][C:14]([C:17]#[N:18])=[CH:13][C:12]=2[CH:19]=[O:20])[N:9]2[C:21](=[O:24])[NH:22][N:23]=[C:8]2[N:7]([C:25]2[CH:30]=[CH:29][CH:28]=[C:27]([C:31]([F:34])([F:33])[F:32])[CH:26]=2)[C:6]=1[CH3:35])=[O:4].[BH4-].[Na+]. Product: [CH3:1][O:2][C:3]([C:5]1[CH:10]([C:11]2[CH:16]=[CH:15][C:14]([C:17]#[N:18])=[CH:13][C:12]=2[CH2:19][OH:20])[N:9]2[C:21](=[O:24])[NH:22][N:23]=[C:8]2[N:7]([C:25]2[CH:30]=[CH:29][CH:28]=[C:27]([C:31]([F:33])([F:32])[F:34])[CH:26]=2)[C:6]=1[CH3:35])=[O:4]. The catalyst class is: 5. (5) Reactant: [BH4-].[Na+].[CH:3]([O:6][C:7]1[CH:14]=[CH:13][C:10]([C:11]#[N:12])=[CH:9][C:8]=1[N+:15]([O-])=O)([CH3:5])[CH3:4]. Product: [NH2:15][C:8]1[CH:9]=[C:10]([CH:13]=[CH:14][C:7]=1[O:6][CH:3]([CH3:5])[CH3:4])[C:11]#[N:12]. The catalyst class is: 652. (6) Reactant: [CH3:1][N:2]([CH3:25])[C:3]1[N:11]=[C:10]2[C:6]([N:7]=[CH:8][N:9]2COCC[Si](C)(C)C)=[C:5]([C:20]2[O:21][CH:22]=[CH:23][CH:24]=2)[N:4]=1.[F-].C([N+](CCCC)(CCCC)CCCC)CCC. Product: [CH3:1][N:2]([CH3:25])[C:3]1[NH:4][C:5]([C:20]2[O:21][CH:22]=[CH:23][CH:24]=2)=[C:6]2[C:10]([N:11]=1)=[N:9][CH:8]=[N:7]2. The catalyst class is: 6. (7) Reactant: Cl[CH2:2][C:3]1[CH:28]=[CH:27][C:6]([O:7][CH2:8][C:9]2[N:10]=[C:11]([C:15]3[CH:20]=[CH:19][C:18]([CH2:21][C:22]([O:24][CH2:25][CH3:26])=[O:23])=[CH:17][CH:16]=3)[O:12][C:13]=2[CH3:14])=[C:5]([O:29][CH3:30])[CH:4]=1.Cl.[C:32]([C:36]1[O:37][CH:38]=[C:39](/[CH:41]=[CH:42]/[C:43]2[C:44]([OH:54])=[N:45][N:46]([C:48]3[CH:53]=[CH:52][CH:51]=[CH:50][CH:49]=3)[CH:47]=2)[N:40]=1)([CH3:35])([CH3:34])[CH3:33].C(=O)([O-])[O-].[K+].[K+].CN(C)C=O. Product: [C:32]([C:36]1[O:37][CH:38]=[C:39](/[CH:41]=[CH:42]/[C:43]2[C:44]([O:54][CH2:2][C:3]3[CH:28]=[CH:27][C:6]([O:7][CH2:8][C:9]4[N:10]=[C:11]([C:15]5[CH:20]=[CH:19][C:18]([CH2:21][C:22]([O:24][CH2:25][CH3:26])=[O:23])=[CH:17][CH:16]=5)[O:12][C:13]=4[CH3:14])=[C:5]([O:29][CH3:30])[CH:4]=3)=[N:45][N:46]([C:48]3[CH:53]=[CH:52][CH:51]=[CH:50][CH:49]=3)[CH:47]=2)[N:40]=1)([CH3:35])([CH3:33])[CH3:34]. The catalyst class is: 6.